The task is: Predict the product of the given reaction.. This data is from Forward reaction prediction with 1.9M reactions from USPTO patents (1976-2016). (1) Given the reactants Cl[C:2]1[N:11]=[C:10]2[C:5]([CH:6]=[CH:7][C:8](=[O:19])[N:9]2[C:12]2[CH:17]=[CH:16][CH:15]=[CH:14][C:13]=2[Cl:18])=[C:4]([C:20]2[CH:25]=[CH:24][CH:23]=[CH:22][C:21]=2[Cl:26])[CH:3]=1.[NH2:27][CH:28]([CH2:31][OH:32])[CH2:29][OH:30], predict the reaction product. The product is: [CH:8]([OH:19])=[O:30].[Cl:18][C:13]1[CH:14]=[CH:15][CH:16]=[CH:17][C:12]=1[N:9]1[C:10]2[C:5](=[C:4]([C:20]3[CH:25]=[CH:24][CH:23]=[CH:22][C:21]=3[Cl:26])[CH:3]=[C:2]([NH:27][CH:28]([CH2:31][OH:32])[CH2:29][OH:30])[N:11]=2)[CH:6]=[CH:7][C:8]1=[O:19]. (2) Given the reactants C(N(CC)CC)C.[C:8](Cl)(=[O:11])[CH:9]=[CH2:10].[N+:13]([C:16]1[CH:22]=[CH:21][C:19]([NH2:20])=[CH:18][CH:17]=1)([O-:15])=[O:14].[Cl-].[Na+], predict the reaction product. The product is: [N+:13]([C:16]1[CH:22]=[CH:21][C:19]([NH:20][C:8](=[O:11])[CH:9]=[CH2:10])=[CH:18][CH:17]=1)([O-:15])=[O:14].